Dataset: Catalyst prediction with 721,799 reactions and 888 catalyst types from USPTO. Task: Predict which catalyst facilitates the given reaction. (1) Reactant: CNCCNC.Br[C:8]1[CH:9]=[N:10][CH:11]=[CH:12][CH:13]=1.[Cl:14][C:15]1[C:19]([NH:20][C:21](=[O:23])[CH3:22])=[CH:18][NH:17][N:16]=1.C(=O)([O-])[O-].[K+].[K+]. Product: [Cl:14][C:15]1[C:19]([NH:20][C:21](=[O:23])[CH3:22])=[CH:18][N:17]([C:8]2[CH:9]=[N:10][CH:11]=[CH:12][CH:13]=2)[N:16]=1. The catalyst class is: 471. (2) Reactant: C(OC([NH:8][C@H:9]([C:18]([O:20][CH2:21][C:22]1[CH:27]=[CH:26][CH:25]=[CH:24][CH:23]=1)=[O:19])[CH2:10][C:11]1[CH:16]=[CH:15][CH:14]=[C:13]([F:17])[CH:12]=1)=O)(C)(C)C.[ClH:28]. Product: [ClH:28].[F:17][C:13]1[CH:12]=[C:11]([CH:16]=[CH:15][CH:14]=1)[CH2:10][C@@H:9]([C:18]([O:20][CH2:21][C:22]1[CH:27]=[CH:26][CH:25]=[CH:24][CH:23]=1)=[O:19])[NH2:8]. The catalyst class is: 12.